This data is from Full USPTO retrosynthesis dataset with 1.9M reactions from patents (1976-2016). The task is: Predict the reactants needed to synthesize the given product. (1) Given the product [CH3:1][NH:2][C:3]1[C:8]([NH:9][C:21]([C:20]2[C:15]([Cl:14])=[N:16][C:17]([C:24]([F:27])([F:25])[F:26])=[CH:18][CH:19]=2)=[O:22])=[CH:7][C:6]([C:10]([F:13])([F:11])[F:12])=[CH:5][N:4]=1, predict the reactants needed to synthesize it. The reactants are: [CH3:1][NH:2][C:3]1[C:8]([NH2:9])=[CH:7][C:6]([C:10]([F:13])([F:12])[F:11])=[CH:5][N:4]=1.[Cl:14][C:15]1[C:20]([C:21](O)=[O:22])=[CH:19][CH:18]=[C:17]([C:24]([F:27])([F:26])[F:25])[N:16]=1.CCN=C=NCCCN(C)C.Cl.C1C=CC2N(O)N=NC=2C=1. (2) Given the product [Cl:51][C:52]1[CH:63]=[CH:62][C:55]2[NH:56][C:57]([C@@H:59]([NH:61][C:6](=[O:8])[C:5]3[CH:9]=[CH:10][C:11]([CH2:12][N:13]4[CH2:18][CH2:17][NH:16][C:15](=[O:19])[CH2:14]4)=[C:3]([O:2][CH3:1])[CH:4]=3)[CH3:60])=[N:58][C:54]=2[CH:53]=1, predict the reactants needed to synthesize it. The reactants are: [CH3:1][O:2][C:3]1[CH:4]=[C:5]([CH:9]=[CH:10][C:11]=1[CH2:12][N:13]1[CH2:18][CH2:17][NH:16][C:15](=[O:19])[CH2:14]1)[C:6]([OH:8])=O.CN(C(ON1N=NC2C=CC=CC1=2)=[N+](C)C)C.[B-](F)(F)(F)F.C(N(C(C)C)CC)(C)C.[Cl:51][C:52]1[CH:63]=[CH:62][C:55]2[NH:56][C:57]([C@@H:59]([NH2:61])[CH3:60])=[N:58][C:54]=2[CH:53]=1.ClCl. (3) Given the product [CH2:25]([O:1][CH2:2][CH:3]1[C:12]2[C:7](=[CH:8][CH:9]=[CH:10][CH:11]=2)[C:6](=[O:13])[N:5]([CH2:14][CH2:15][O:16][CH3:17])[CH:4]1[C:18]1[S:19][CH:20]=[CH:21][CH:22]=1)[C:26]1[CH:31]=[CH:30][CH:29]=[CH:28][CH:27]=1, predict the reactants needed to synthesize it. The reactants are: [OH:1][CH2:2][CH:3]1[C:12]2[C:7](=[CH:8][CH:9]=[CH:10][CH:11]=2)[C:6](=[O:13])[N:5]([CH2:14][CH2:15][O:16][CH3:17])[CH:4]1[C:18]1[S:19][CH:20]=[CH:21][CH:22]=1.[H-].[Na+].[CH2:25](Br)[C:26]1[CH:31]=[CH:30][CH:29]=[CH:28][CH:27]=1.O. (4) Given the product [CH2:23]([S:26]([N:10]1[CH2:9][C:8]([C:3]2[CH:4]=[CH:5][CH:6]=[CH:7][N:2]=2)([C:12]#[N:13])[CH2:11]1)(=[O:28])=[O:27])[CH2:24][CH3:25], predict the reactants needed to synthesize it. The reactants are: Cl.[N:2]1[CH:7]=[CH:6][CH:5]=[CH:4][C:3]=1[C:8]1([C:12]#[N:13])[CH2:11][NH:10][CH2:9]1.CCN(C(C)C)C(C)C.[CH2:23]([S:26](Cl)(=[O:28])=[O:27])[CH2:24][CH3:25].